Dataset: Peptide-MHC class I binding affinity with 185,985 pairs from IEDB/IMGT. Task: Regression. Given a peptide amino acid sequence and an MHC pseudo amino acid sequence, predict their binding affinity value. This is MHC class I binding data. (1) The peptide sequence is QFEEIRNLAL. The MHC is HLA-A01:01 with pseudo-sequence HLA-A01:01. The binding affinity (normalized) is 0. (2) The peptide sequence is RVRQAWDTL. The binding affinity (normalized) is 1.00. The MHC is HLA-A30:01 with pseudo-sequence HLA-A30:01. (3) The peptide sequence is YMKPGSSPL. The MHC is HLA-B08:01 with pseudo-sequence HLA-B08:01. The binding affinity (normalized) is 0.373. (4) The peptide sequence is LEGLADAIW. The MHC is HLA-A02:11 with pseudo-sequence HLA-A02:11. The binding affinity (normalized) is 0.0847.